This data is from Catalyst prediction with 721,799 reactions and 888 catalyst types from USPTO. The task is: Predict which catalyst facilitates the given reaction. (1) Reactant: [C:1]([O:5][C:6](=[O:27])[C:7]([O:10][C:11]1[CH:16]=[CH:15][C:14]([CH2:17][CH2:18][CH2:19][CH:20]2[C:24](=[O:25])[NH:23][C:22](=[O:26])[NH:21]2)=[CH:13][CH:12]=1)([CH3:9])[CH3:8])([CH3:4])([CH3:3])[CH3:2].[CH3:28][C:29]1[CH:30]=[C:31]([CH:34]=[CH:35][C:36]=1[CH3:37])[CH2:32]Cl.[O-]S([O-])(=O)=O.[Mg+2].C([O-])([O-])=O.[K+].[K+]. Product: [C:1]([O:5][C:6](=[O:27])[C:7]([O:10][C:11]1[CH:16]=[CH:15][C:14]([CH2:17][CH2:18][CH2:19][CH:20]2[C:24](=[O:25])[N:23]([CH2:32][C:31]3[CH:34]=[CH:35][C:36]([CH3:37])=[C:29]([CH3:28])[CH:30]=3)[C:22](=[O:26])[NH:21]2)=[CH:13][CH:12]=1)([CH3:9])[CH3:8])([CH3:2])([CH3:3])[CH3:4]. The catalyst class is: 3. (2) Reactant: [NH:1]1[CH2:6][CH2:5][NH:4][CH2:3][CH2:2]1.[Cl:7][C:8]1[N:9]=[N:10][C:11](Cl)=[CH:12][CH:13]=1. Product: [Cl:7][C:8]1[N:9]=[N:10][C:11]([N:1]2[CH2:6][CH2:5][NH:4][CH2:3][CH2:2]2)=[CH:12][CH:13]=1. The catalyst class is: 131. (3) Reactant: [NH2:1][C:2]1[CH:7]=[CH:6][C:5]([OH:8])=[CH:4][CH:3]=1.CCN(C(C)C)C(C)C.[OH:18][C:19]1[CH:59]=[CH:58][C:22]([CH2:23][NH:24][C:25]2[N:30]=[C:29]([O:31][CH2:32][C:33]([F:36])([F:35])[F:34])[N:28]=[C:27]([NH:37][C:38]3[CH:57]=[CH:56][C:41]([C:42]([NH:44][CH2:45][C:46]([CH3:55])([CH3:54])[CH2:47][NH:48][C:49](=[O:53])[C:50](O)=[O:51])=[O:43])=[CH:40][CH:39]=3)[N:26]=2)=[CH:21][CH:20]=1.CN(C(ON1N=NC2C=CC=CC1=2)=[N+](C)C)C.[B-](F)(F)(F)F. Product: [OH:18][C:19]1[CH:20]=[CH:21][C:22]([CH2:23][NH:24][C:25]2[N:30]=[C:29]([O:31][CH2:32][C:33]([F:36])([F:35])[F:34])[N:28]=[C:27]([NH:37][C:38]3[CH:57]=[CH:56][C:41]([C:42]([NH:44][CH2:45][C:46]([CH3:54])([CH3:55])[CH2:47][NH:48][C:49](=[O:53])[C:50]([NH:1][C:2]4[CH:7]=[CH:6][C:5]([OH:8])=[CH:4][CH:3]=4)=[O:51])=[O:43])=[CH:40][CH:39]=3)[N:26]=2)=[CH:58][CH:59]=1. The catalyst class is: 31. (4) Reactant: [O:1]=[C:2]1[C:10]2[C:5](=[CH:6][C:7]([C:11]([O:13]C)=[O:12])=[CH:8][CH:9]=2)[CH2:4][NH:3]1.[OH-].[Na+].Cl. Product: [O:1]=[C:2]1[C:10]2[C:5](=[CH:6][C:7]([C:11]([OH:13])=[O:12])=[CH:8][CH:9]=2)[CH2:4][NH:3]1. The catalyst class is: 5. (5) Reactant: [CH3:1][NH:2][C:3]([C:5]1[CH:6]=[C:7]([O:11][C:12]2[CH:13]=[CH:14][C:15]([NH:18][C:19]([NH:21][C:22]3[CH:23]=[CH:24][C:25]([Cl:32])=[C:26]([C:28]([F:31])([F:30])[F:29])[CH:27]=3)=[O:20])=[CH:16][CH:17]=2)[CH:8]=[CH:9][N:10]=1)=[O:4].C(N(CC)C(C)C)(C)C.[C:42](O)(C(F)(F)F)=[O:43]. Product: [Cl:32][C:25]1[CH:24]=[CH:23][C:22]([NH:21][C:19]([NH:18][C:15]2[CH:16]=[CH:17][C:12]([O:11][C:7]3[CH:8]=[CH:9][N:10]=[C:5]([C:3](=[O:4])[NH:2][CH2:1][CH2:42][OH:43])[CH:6]=3)=[CH:13][CH:14]=2)=[O:20])=[CH:27][C:26]=1[C:28]([F:31])([F:29])[F:30]. The catalyst class is: 47.